From a dataset of Full USPTO retrosynthesis dataset with 1.9M reactions from patents (1976-2016). Predict the reactants needed to synthesize the given product. (1) Given the product [C:1]([N:11]1[CH2:16][CH2:15][CH:14]([CH:17]([CH3:21])[C:18]([Cl:20])=[O:19])[CH2:13][CH2:12]1)([O:3][CH2:4][C:5]1[CH:10]=[CH:9][CH:8]=[CH:7][CH:6]=1)=[O:2], predict the reactants needed to synthesize it. The reactants are: [C:1]([N:11]1[CH2:16][CH2:15][CH:14]([CH2:17][C:18]([Cl:20])=[O:19])[CH2:13][CH2:12]1)([O:3][CH2:4][C:5]1[CH:10]=[CH:9][CH:8]=[CH:7][CH:6]=1)=[O:2].[C:21](N1CCC(CCC(O)=O)CC1)(OCC1C=CC=CC=1)=O. (2) Given the product [Cl:25][C:24]1[CH:23]=[N:22][C:21]2[NH:1][C:2]3[CH:7]=[N:6][CH:5]=[C:4]([CH:3]=3)[CH2:8][CH2:9][C:10]3[CH:11]=[C:12]([NH:18][C:19]=1[N:20]=2)[CH:13]=[CH:14][C:15]=3[O:16][CH3:17], predict the reactants needed to synthesize it. The reactants are: [NH2:1][C:2]1[CH:3]=[C:4]([CH2:8][CH2:9][C:10]2[CH:11]=[C:12]([NH:18][C:19]3[C:24]([Cl:25])=[CH:23][N:22]=[C:21](Cl)[N:20]=3)[CH:13]=[CH:14][C:15]=2[O:16][CH3:17])[CH:5]=[N:6][CH:7]=1.O1CCOCC1.C(=O)([O-])[O-].[Cs+].[Cs+]. (3) Given the product [Br:21][C:10]1[C:11]2[C:16](=[CH:15][C:14]([C:17]([O:19][CH3:20])=[O:18])=[CH:13][CH:12]=2)[N:8]([C:5]2[CH:4]=[CH:3][C:2]([CH3:1])=[CH:7][CH:6]=2)[N:9]=1, predict the reactants needed to synthesize it. The reactants are: [CH3:1][C:2]1[CH:7]=[CH:6][C:5]([N:8]2[C:16]3[C:11](=[CH:12][CH:13]=[C:14]([C:17]([O:19][CH3:20])=[O:18])[CH:15]=3)[CH:10]=[N:9]2)=[CH:4][CH:3]=1.[Br:21]Br. (4) Given the product [CH:1]([C:3]1[CH:11]=[CH:10][C:6]([C:7]([O:9][C:18]2[C:17]([F:20])=[C:16]([F:21])[C:15]([F:22])=[C:14]([F:23])[C:13]=2[F:12])=[O:8])=[CH:5][CH:4]=1)=[CH2:2], predict the reactants needed to synthesize it. The reactants are: [CH:1]([C:3]1[CH:11]=[CH:10][C:6]([C:7]([OH:9])=[O:8])=[CH:5][CH:4]=1)=[CH2:2].[F:12][C:13]1[C:18](O)=[C:17]([F:20])[C:16]([F:21])=[C:15]([F:22])[C:14]=1[F:23].C1(N=C=NC2CCCCC2)CCCCC1. (5) Given the product [Cl:1][C:2]1[CH:3]=[C:4]([C:18]#[C:17][Si:19]([CH3:22])([CH3:21])[CH3:20])[C:5]([NH2:8])=[N:6][CH:7]=1, predict the reactants needed to synthesize it. The reactants are: [Cl:1][C:2]1[CH:3]=[C:4](I)[C:5]([NH2:8])=[N:6][CH:7]=1.C(N(CC)CC)C.[C:17]([Si:19]([CH3:22])([CH3:21])[CH3:20])#[CH:18]. (6) The reactants are: [Si:1]([O:8][CH2:9][C:10]1[N:11]([CH3:33])[C:12]2[C:17]([CH:18]=1)=[CH:16][C:15]1[C:19](=[O:32])[CH:20]=[CH:21][CH2:22][CH2:23][N:24]([C:25]([O:27][C:28]([CH3:31])([CH3:30])[CH3:29])=[O:26])[C:14]=1[CH:13]=2)([C:4]([CH3:7])([CH3:6])[CH3:5])([CH3:3])[CH3:2]. Given the product [Si:1]([O:8][CH2:9][C:10]1[N:11]([CH3:33])[C:12]2[C:17]([CH:18]=1)=[CH:16][C:15]1[C:19](=[O:32])[CH2:20][CH2:21][CH2:22][CH2:23][N:24]([C:25]([O:27][C:28]([CH3:31])([CH3:30])[CH3:29])=[O:26])[C:14]=1[CH:13]=2)([C:4]([CH3:7])([CH3:5])[CH3:6])([CH3:3])[CH3:2], predict the reactants needed to synthesize it.